This data is from Full USPTO retrosynthesis dataset with 1.9M reactions from patents (1976-2016). The task is: Predict the reactants needed to synthesize the given product. (1) Given the product [F:1][C:2]1[CH:7]=[CH:6][CH:5]=[CH:4][C:3]=1[N:8]1[C:16]2[C:11](=[C:12]([N:17]3[CH2:24][C@@H:23]4[C@@H:19]([CH2:20][N:21]([C:29](=[O:30])[CH2:28][C:27]([OH:26])([CH3:33])[CH3:32])[CH2:22]4)[C:18]3=[O:25])[CH:13]=[CH:14][CH:15]=2)[CH:10]=[N:9]1, predict the reactants needed to synthesize it. The reactants are: [F:1][C:2]1[CH:7]=[CH:6][CH:5]=[CH:4][C:3]=1[N:8]1[C:16]2[C:11](=[C:12]([N:17]3[CH2:24][C@@H:23]4[C@@H:19]([CH2:20][NH:21][CH2:22]4)[C:18]3=[O:25])[CH:13]=[CH:14][CH:15]=2)[CH:10]=[N:9]1.[OH:26][C:27]([CH3:33])([CH3:32])[CH2:28][C:29](O)=[O:30].C(N(C(C)C)C(C)C)C.F[P-](F)(F)(F)(F)F.CN(C(N1C2C(=NC=CC=2)[N+]([O-])=N1)=[N+](C)C)C. (2) Given the product [CH2:9]([N:8]([CH2:11][CH3:12])[C:5]1[CH:6]=[CH:7][C:2]([B:19]([OH:24])[OH:20])=[CH:3][C:4]=1[CH3:13])[CH3:10], predict the reactants needed to synthesize it. The reactants are: Br[C:2]1[CH:7]=[CH:6][C:5]([N:8]([CH2:11][CH3:12])[CH2:9][CH3:10])=[C:4]([CH3:13])[CH:3]=1.C([Li])CCC.[B:19](OC(C)C)([O:24]C(C)C)[O:20]C(C)C.